This data is from Reaction yield outcomes from USPTO patents with 853,638 reactions. The task is: Predict the reaction yield, written as a fraction of the theoretical maximum amount of product (1.0 means a 100% yield; for example, 0.34 means a 34% yield). (1) The reactants are [N+:1]([C:4]1[CH:11]=[CH:10][C:7]([CH:8]=[O:9])=[CH:6][CH:5]=1)([O-:3])=[O:2].[CH2:12](O)[CH2:13][OH:14].C1(C)C=CC(S(O)(=O)=O)=CC=1. The catalyst is C1(C)C=CC=CC=1. The product is [N+:1]([C:4]1[CH:5]=[CH:6][C:7]([CH:8]2[O:14][CH2:13][CH2:12][O:9]2)=[CH:10][CH:11]=1)([O-:3])=[O:2]. The yield is 0.920. (2) The reactants are [CH3:1][C:2]1[NH:3][C:4]2[N:5]([N:9]=[C:10]([C:12]3[CH:17]=[CH:16][CH:15]=[CH:14][CH:13]=3)[CH:11]=2)[C:6](=O)[CH:7]=1.P(Cl)(Cl)([Cl:20])=O. No catalyst specified. The product is [Cl:20][C:6]1[N:5]2[N:9]=[C:10]([C:12]3[CH:17]=[CH:16][CH:15]=[CH:14][CH:13]=3)[CH:11]=[C:4]2[N:3]=[C:2]([CH3:1])[CH:7]=1. The yield is 0.540. (3) The reactants are [OH:1][C@@H:2]1[CH2:10][C:9]2[C:4](=[CH:5][CH:6]=[CH:7][CH:8]=2)[C@H:3]1[O:11][C:12]1[C:20]2[N:19]=[C:18]([CH3:21])[N:17]([CH3:22])[C:16]=2[CH:15]=[C:14]([C:23]([OH:25])=O)[CH:13]=1.F[B-](F)(F)F.N1(OC(N(C)C)=[N+](C)C)C2C=CC=C[C:34]=2N=N1.[CH3:48][O:49][CH2:50][CH2:51][NH:52][CH3:53].O.O.[C:56]([OH:61])(=[O:60])[C:57]([OH:59])=[O:58]. The catalyst is ClCCl.CN1CCCC1=O.CC(C)=O. The product is [C:56]([OH:61])(=[O:60])[C:57]([OH:59])=[O:58].[OH:1][C@@H:2]1[CH2:10][C:9]2[C:4](=[CH:5][CH:6]=[CH:7][CH:8]=2)[C@H:3]1[O:11][C:12]1[C:20]2[N:19]=[C:18]([CH3:21])[N:17]([CH3:22])[C:16]=2[CH:15]=[C:14]([C:23]([N:52]([CH2:51][CH2:50][O:49][CH3:48])[CH2:53][CH3:34])=[O:25])[CH:13]=1. The yield is 0.380. (4) The reactants are [N+:1]([C:4]1[CH:9]=[CH:8][C:7]([N:10]2[CH2:15][CH2:14][C:13](=[O:16])[CH2:12][CH2:11]2)=[CH:6][CH:5]=1)([O-:3])=[O:2].[CH2:17](O)[CH2:18][OH:19].C1(C)C=CC(S(O)(=O)=O)=CC=1.O. The catalyst is C1(C)C=CC=CC=1. The product is [N+:1]([C:4]1[CH:9]=[CH:8][C:7]([N:10]2[CH2:11][CH2:12][C:13]3([O:19][CH2:18][CH2:17][O:16]3)[CH2:14][CH2:15]2)=[CH:6][CH:5]=1)([O-:3])=[O:2]. The yield is 0.660. (5) The reactants are Br[C:2]1[C:22]([O:23][CH3:24])=[CH:21][C:5]2[N:6]([CH3:20])[C:7](=[O:19])[CH2:8][N:9]=[C:10]([C:11]3[CH:12]=[C:13]([CH:16]=[CH:17][CH:18]=3)[C:14]#[N:15])[C:4]=2[CH:3]=1.C1(B(O)O)C=CC=CC=1.[CH3:34][O:35][C:36]1[CH:41]=[CH:40][CH:39]=[C:38]([O:42][CH3:43])[C:37]=1B(O)O. No catalyst specified. The product is [CH3:34][O:35][C:36]1[CH:41]=[CH:40][CH:39]=[C:38]([O:42][CH3:43])[C:37]=1[C:2]1[C:22]([O:23][CH3:24])=[CH:21][C:5]2[N:6]([CH3:20])[C:7](=[O:19])[CH2:8][N:9]=[C:10]([C:11]3[CH:12]=[C:13]([CH:16]=[CH:17][CH:18]=3)[C:14]#[N:15])[C:4]=2[CH:3]=1. The yield is 0.440. (6) The reactants are [C:1]([C:4]1[CH:9]=[CH:8][C:7]([C:10]2[N:11]=[C:12]3[C:18]4[CH:19]=[CH:20][CH:21]=[CH:22][C:17]=4[NH:16][C:15]4[N:23]=[CH:24][CH:25]=[CH:26][C:14]=4[N:13]3[C:27]=2[C:28]2[CH:33]=[CH:32][C:31]([C:34]3([NH:38]C(=O)OC(C)(C)C)[CH2:37][CH2:36][CH2:35]3)=[CH:30][CH:29]=2)=[CH:6][CH:5]=1)(=[O:3])[CH3:2].[ClH:46].O1CCOCC1. The catalyst is CO. The product is [ClH:46].[ClH:46].[ClH:46].[NH2:38][C:34]1([C:31]2[CH:30]=[CH:29][C:28]([C:27]3[N:13]4[C:14]5[CH:26]=[CH:25][CH:24]=[N:23][C:15]=5[NH:16][C:17]5[CH:22]=[CH:21][CH:20]=[CH:19][C:18]=5[C:12]4=[N:11][C:10]=3[C:7]3[CH:6]=[CH:5][C:4]([C:1](=[O:3])[CH3:2])=[CH:9][CH:8]=3)=[CH:33][CH:32]=2)[CH2:35][CH2:36][CH2:37]1. The yield is 0.980. (7) The catalyst is CN(C)C=O.C1C=CC([P]([Pd]([P](C2C=CC=CC=2)(C2C=CC=CC=2)C2C=CC=CC=2)([P](C2C=CC=CC=2)(C2C=CC=CC=2)C2C=CC=CC=2)[P](C2C=CC=CC=2)(C2C=CC=CC=2)C2C=CC=CC=2)(C2C=CC=CC=2)C2C=CC=CC=2)=CC=1. The product is [CH2:1]([C:3]1[CH:4]=[N:5][C:6]([N:9]2[CH2:14][CH2:13][N:12]([C:15]3[N:22]=[CH:21][C:20]([C:34]4[CH:39]=[CH:38][C:37]([N:40]5[C:44](=[O:45])[N:43]([CH3:46])[N:42]=[CH:41]5)=[C:36]([F:47])[CH:35]=4)=[CH:19][C:16]=3[C:17]#[N:18])[C@@H:11]([CH3:32])[CH2:10]2)=[N:7][CH:8]=1)[CH3:2]. The reactants are [CH2:1]([C:3]1[CH:4]=[N:5][C:6]([N:9]2[CH2:14][CH2:13][N:12]([C:15]3[N:22]=[CH:21][C:20](B4OC(C)(C)C(C)(C)O4)=[CH:19][C:16]=3[C:17]#[N:18])[C@@H:11]([CH3:32])[CH2:10]2)=[N:7][CH:8]=1)[CH3:2].Br[C:34]1[CH:39]=[CH:38][C:37]([N:40]2[C:44](=[O:45])[N:43]([CH3:46])[N:42]=[CH:41]2)=[C:36]([F:47])[CH:35]=1.C(=O)([O-])[O-].[Na+].[Na+]. The yield is 0.409.